This data is from Full USPTO retrosynthesis dataset with 1.9M reactions from patents (1976-2016). The task is: Predict the reactants needed to synthesize the given product. Given the product [NH:11]1[CH2:16][CH2:15][CH2:14][CH:13]([CH2:17][N:18]2[CH:23]=[CH:22][CH:21]=[CH:20][C:19]2=[O:24])[CH2:12]1, predict the reactants needed to synthesize it. The reactants are: C(OC([N:11]1[CH2:16][CH2:15][CH2:14][CH:13]([CH2:17][N:18]2[CH:23]=[CH:22][CH:21]=[CH:20][C:19]2=[O:24])[CH2:12]1)=O)C1C=CC=CC=1.